Dataset: Forward reaction prediction with 1.9M reactions from USPTO patents (1976-2016). Task: Predict the product of the given reaction. Given the reactants [OH:1][N:2]=[C:3]([NH2:26])[CH2:4][N:5]1[C:13]2[C:8](=[CH:9][CH:10]=[CH:11][CH:12]=2)[C:7]2([C:17]3=[CH:18][C:19]4[O:23][CH2:22][O:21][C:20]=4[CH:24]=[C:16]3[O:15][CH2:14]2)[C:6]1=[O:25].C(NC(C)C)(C)C.[CH3:34][C:35]([CH3:46])([CH3:45])[C:36](O[C:36](=[O:37])[C:35]([CH3:46])([CH3:45])[CH3:34])=[O:37], predict the reaction product. The product is: [O:25]=[C:6]1[C:7]2([C:17]3=[CH:18][C:19]4[O:23][CH2:22][O:21][C:20]=4[CH:24]=[C:16]3[O:15][CH2:14]2)[C:8]2[C:13](=[CH:12][CH:11]=[CH:10][CH:9]=2)[N:5]1[CH2:4][C:3](=[N:2][O:1][C:36](=[O:37])[C:35]([CH3:46])([CH3:45])[CH3:34])[NH2:26].